From a dataset of Catalyst prediction with 721,799 reactions and 888 catalyst types from USPTO. Predict which catalyst facilitates the given reaction. (1) The catalyst class is: 27. Product: [ClH:61].[C:1]([N:4]([CH2:26][C@@H:27]1[O:31][C:30](=[O:32])[N:29]([C:33]2[CH:38]=[CH:37][C:36]([CH:39]3[CH2:40][CH2:41][S:42](=[O:45])(=[O:46])[CH2:43][CH2:44]3)=[C:35]([F:47])[CH:34]=2)[CH2:28]1)[C:5]([O:7][CH:8]([O:10][C:11](=[O:25])[C@@H:12]([NH2:17])[C@@H:13]([CH3:16])[CH2:14][CH3:15])[CH3:9])=[O:6])(=[O:3])[CH3:2]. Reactant: [C:1]([N:4]([CH2:26][C@@H:27]1[O:31][C:30](=[O:32])[N:29]([C:33]2[CH:38]=[CH:37][C:36]([CH:39]3[CH2:44][CH2:43][S:42](=[O:46])(=[O:45])[CH2:41][CH2:40]3)=[C:35]([F:47])[CH:34]=2)[CH2:28]1)[C:5]([O:7][CH:8]([O:10][C:11](=[O:25])[C@@H:12]([NH:17]C(OC(C)(C)C)=O)[C@@H:13]([CH3:16])[CH2:14][CH3:15])[CH3:9])=[O:6])(=[O:3])[CH3:2].C1(OC)C=CC=CC=1.C1COCC1.[ClH:61]. (2) Reactant: [C:1]([C:3]1[CH:8]=[CH:7][C:6]([NH:9][C:10]([N:12]2[CH2:19][CH:18]3[CH2:20][CH:14]([CH2:15][NH:16][CH2:17]3)[CH2:13]2)=[O:11])=[CH:5][CH:4]=1)#[N:2].C([O-])([O-])=O.[K+].[K+].CC1C=CC(S(O[CH2:38][CH2:39][CH2:40][S:41]([CH2:44][CH3:45])(=[O:43])=[O:42])(=O)=O)=CC=1. Product: [C:1]([C:3]1[CH:8]=[CH:7][C:6]([NH:9][C:10]([N:12]2[CH2:19][CH:18]3[CH2:20][CH:14]([CH2:15][N:16]([CH2:38][CH2:39][CH2:40][S:41]([CH2:44][CH3:45])(=[O:43])=[O:42])[CH2:17]3)[CH2:13]2)=[O:11])=[CH:5][CH:4]=1)#[N:2]. The catalyst class is: 726.